This data is from Full USPTO retrosynthesis dataset with 1.9M reactions from patents (1976-2016). The task is: Predict the reactants needed to synthesize the given product. (1) The reactants are: [CH3:1][CH2:2][CH2:3][CH2:4][CH2:5][CH2:6][CH2:7][CH2:8][CH2:9][CH2:10][CH2:11][C:12]([O:14]CC(O)[C@H]1OC[C@H](O)[C@H]1O)=[O:13].[CH3:25][CH2:26][CH2:27][CH2:28][CH2:29][CH2:30][CH2:31][CH2:32][CH2:33][CH2:34][CH2:35][CH2:36][CH2:37][CH2:38][CH2:39][CH2:40][CH2:41][C:42]([O:44]CC(O)[C@H]1OC[C@H](O)[C@H]1O)=[O:43].[CH3:55][CH2:56][CH2:57][CH2:58][CH2:59][CH2:60][CH2:61][CH2:62]/[CH:63]=[CH:64]\[CH2:65][CH2:66][CH2:67][CH2:68][CH2:69][CH2:70][CH2:71][C:72]([O:74]CC(O)[C@H]1OC[C@H](O)[C@H]1O)=[O:73].CCCCCCCCCCCCCCCC(OCC(O)[C@H]1OC[C@H](O)[C@H]1O)=O.C1OC(C(O)CO)[C@@H](O)C1O. Given the product [C:12]([OH:14])(=[O:13])[CH2:11][CH2:10][CH2:9][CH2:8][CH2:7][CH2:6][CH2:5][CH2:4][CH2:3][CH2:2][CH3:1].[C:42]([OH:44])(=[O:43])[CH2:41][CH2:40][CH2:39][CH2:38][CH2:37][CH2:36][CH2:35][CH2:34][CH2:33][CH2:32][CH2:31][CH2:30][CH3:29].[C:72]([OH:74])(=[O:73])[CH2:71][CH2:70][CH2:69][CH2:68][CH2:67][CH2:66][CH2:65]/[CH:64]=[CH:63]\[CH2:62][CH2:61][CH2:60][CH2:59][CH2:58][CH2:57][CH2:56][CH3:55].[C:42]([OH:44])(=[O:43])[CH2:41][CH2:40][CH2:39][CH2:38][CH2:37][CH2:36][CH2:35]/[CH:34]=[CH:33]\[CH2:32]/[CH:31]=[CH:30]\[CH2:29][CH2:28][CH2:27][CH2:26][CH3:25], predict the reactants needed to synthesize it. (2) Given the product [CH3:10][C:11]1[CH:12]=[C:13]([CH3:14])[C:7]2[C:2](=[C:3]([OH:8])[CH:4]=[CH:5][CH:6]=2)[N:1]=1, predict the reactants needed to synthesize it. The reactants are: [NH2:1][C:2]1[CH:7]=[CH:6][CH:5]=[CH:4][C:3]=1[OH:8].Cl.[CH3:10][C:11](=O)[CH:12]=[CH:13][CH3:14].[OH-].[Na+]. (3) Given the product [CH:1]1([C@H:4]2[CH2:5][O:6][CH2:7][CH2:8][NH:9]2)[CH2:3][CH2:2]1, predict the reactants needed to synthesize it. The reactants are: [CH:1]1([C@@H:4]2[NH:9][C:8](=O)[CH2:7][O:6][CH2:5]2)[CH2:3][CH2:2]1.[H-].[Al+3].[Li+].[H-].[H-].[H-]. (4) Given the product [NH2:1][C:2]1[C:7]([C:8]#[N:9])=[CH:6][C:5]([Br:10])=[CH:4][N:3]=1, predict the reactants needed to synthesize it. The reactants are: [NH2:1][C:2]1[C:7]([C:8]#[N:9])=[CH:6][CH:5]=[CH:4][N:3]=1.[Br:10]Br. (5) Given the product [Br:1][C:2]1[CH:3]=[C:4]([CH:5]2[C:20]3[C:21](=[O:30])[N:22]([C:24]4[CH:29]=[CH:28][CH:27]=[CH:26][CH:25]=4)[NH:23][C:19]=3[NH:18][C:16]3[CH2:11][CH2:12][C:13](=[O:14])[C:15]2=3)[CH:7]=[CH:8][C:9]=1[F:10], predict the reactants needed to synthesize it. The reactants are: [Br:1][C:2]1[CH:3]=[C:4]([CH:7]=[CH:8][C:9]=1[F:10])[CH:5]=O.[CH2:11]1[C:16](=O)[CH2:15][C:13](=[O:14])[CH2:12]1.[NH2:18][C:19]1[NH:23][N:22]([C:24]2[CH:29]=[CH:28][CH:27]=[CH:26][CH:25]=2)[C:21](=[O:30])[CH:20]=1. (6) Given the product [Cl:13][C:14]1[CH:19]=[CH:18][CH:17]=[C:16]([Cl:20])[C:15]=1[S:21]([NH:12][C:9]1[S:10][CH:11]=[C:7]([C:3]2[S:4][CH:5]=[CH:6][C:2]=2[Cl:1])[N:8]=1)(=[O:23])=[O:22], predict the reactants needed to synthesize it. The reactants are: [Cl:1][C:2]1[CH:6]=[CH:5][S:4][C:3]=1[C:7]1[N:8]=[C:9]([NH2:12])[S:10][CH:11]=1.[Cl:13][C:14]1[CH:19]=[CH:18][CH:17]=[C:16]([Cl:20])[C:15]=1[S:21](Cl)(=[O:23])=[O:22]. (7) Given the product [F:19][C:13]1[CH:14]=[C:15]([I:18])[CH:16]=[CH:17][C:12]=1[NH:11][C:10]1[C:5]([C:4]([O:3][CH2:1][CH3:2])=[O:21])=[CH:6][N:7]([CH3:26])[C:8](=[O:40])[CH:9]=1, predict the reactants needed to synthesize it. The reactants are: [CH2:1]([O:3][C:4](=[O:21])[C:5]1[C:10]([NH:11][C:12]2[CH:17]=[CH:16][C:15]([I:18])=[CH:14][C:13]=2[F:19])=[CH:9][C:8](Cl)=[N:7][CH:6]=1)[CH3:2].S(OC)(O[CH3:26])(=O)=O.C(N(CC)CC)C.C(O)(=O)C.[OH2:40]. (8) Given the product [CH2:16]([O:15][C:13]([C:10]1[C:11]2[O:20][C:19]([C:18]([O:22][CH2:23][C:24]3[CH:29]=[CH:28][CH:27]=[CH:26][CH:25]=3)=[O:21])=[C:4]([OH:5])[C:6]=2[CH:7]=[N:8][CH:9]=1)=[O:14])[CH3:17], predict the reactants needed to synthesize it. The reactants are: C(O[C:4]([C:6]1[CH:7]=[N:8][CH:9]=[C:10]([C:13]([O:15][CH2:16][CH3:17])=[O:14])[C:11]=1Cl)=[O:5])C.[C:18]([O:22][CH2:23][C:24]1[CH:29]=[CH:28][CH:27]=[CH:26][CH:25]=1)(=[O:21])[CH2:19][OH:20].[H-].[Na+].